From a dataset of Full USPTO retrosynthesis dataset with 1.9M reactions from patents (1976-2016). Predict the reactants needed to synthesize the given product. Given the product [NH2:1][C:2]1[CH:7]=[CH:6][CH:5]=[CH:4][C:3]=1[C:8](=[C:22]1[CH2:27][CH2:26][N:25]([CH2:28][C:29]2[CH:38]=[N:40][CH:41]=[CH:31][CH:30]=2)[CH2:24][CH2:23]1)[C:9]1[CH:21]=[CH:20][C:12]([C:13]([N:15]([CH2:18][CH3:19])[CH2:16][CH3:17])=[O:14])=[CH:11][CH:10]=1, predict the reactants needed to synthesize it. The reactants are: [NH2:1][C:2]1[CH:7]=[CH:6][CH:5]=[CH:4][C:3]=1[C:8](=[C:22]1[CH2:27][CH2:26][N:25]([CH2:28][CH2:29][CH2:30][CH3:31])[CH2:24][CH2:23]1)[C:9]1[CH:21]=[CH:20][C:12]([C:13]([N:15]([CH2:18][CH3:19])[CH2:16][CH3:17])=[O:14])=[CH:11][CH:10]=1.BrC(=C1CCN(CC2C=NC=CC=2)CC1)C1C=CC([C:38]([N:40](CC)[CH2:41]C)=O)=CC=1.NC1C=CC=CC=1B(O)O.C([O-])([O-])=O.[Na+].[Na+].